Dataset: Reaction yield outcomes from USPTO patents with 853,638 reactions. Task: Predict the reaction yield, written as a fraction of the theoretical maximum amount of product (1.0 means a 100% yield; for example, 0.34 means a 34% yield). (1) The reactants are [C:1]([O:4][CH2:5][C:6]1[C:11](B2OC(C)(C)C(C)(C)O2)=[CH:10][CH:9]=[CH:8][C:7]=1[N:21]1[CH2:32][CH2:31][N:30]2[C:23](=[CH:24][C:25]3[CH2:26][C:27]([CH3:34])([CH3:33])[CH2:28][C:29]=32)[C:22]1=[O:35])(=[O:3])[CH3:2].Br[C:37]1[CH:38]=[C:39]([NH:45][C:46]2[CH:51]=[CH:50][C:49]([N:52]3[CH2:57][CH2:56][N:55]([CH:58]4[CH2:61][O:60][CH2:59]4)[CH2:54][CH2:53]3)=[CH:48][N:47]=2)[C:40](=[O:44])[N:41]([CH3:43])[CH:42]=1.CC([O-])=O.[Na+]. The catalyst is CC#N.C1C=CC(P(C2C=CC=CC=2)[C-]2C=CC=C2)=CC=1.C1C=CC(P(C2C=CC=CC=2)[C-]2C=CC=C2)=CC=1.Cl[Pd]Cl.[Fe+2]. The product is [C:1]([O:4][CH2:5][C:6]1[C:11]([C:37]2[CH:38]=[C:39]([NH:45][C:46]3[CH:51]=[CH:50][C:49]([N:52]4[CH2:57][CH2:56][N:55]([CH:58]5[CH2:59][O:60][CH2:61]5)[CH2:54][CH2:53]4)=[CH:48][N:47]=3)[C:40](=[O:44])[N:41]([CH3:43])[CH:42]=2)=[CH:10][CH:9]=[CH:8][C:7]=1[N:21]1[CH2:32][CH2:31][N:30]2[C:23](=[CH:24][C:25]3[CH2:26][C:27]([CH3:33])([CH3:34])[CH2:28][C:29]=32)[C:22]1=[O:35])(=[O:3])[CH3:2]. The yield is 0.430. (2) The reactants are [CH3:1][C:2]1([O:12][C:13](=[O:20])[CH2:14][O:15][C:16](=[O:19])[CH2:17][OH:18])[CH:9]2[CH2:10][CH:5]3[CH2:6][CH:7]([CH2:11][CH:3]1[CH2:4]3)[CH2:8]2.C(N(CC)CC)C.COC1C=CC(O)=CC=1.[C:37](Cl)(=[O:41])[C:38]([CH3:40])=[CH2:39]. The catalyst is C(OCC)C.C1COCC1. The product is [C:37]([O:18][CH2:17][C:16]([O:15][CH2:14][C:13]([O:12][C:2]1([CH3:1])[CH:9]2[CH2:8][CH:7]3[CH2:6][CH:5]([CH2:4][CH:3]1[CH2:11]3)[CH2:10]2)=[O:20])=[O:19])(=[O:41])[C:38]([CH3:40])=[CH2:39]. The yield is 0.970. (3) The reactants are [C:1]([C:5]1[CH:10]=[C:9]([C:11]([F:14])([F:13])[F:12])[C:8]([N+:15]([O-])=O)=[CH:7][C:6]=1[O:18][CH3:19])([CH3:4])([CH3:3])[CH3:2].C([O-])=O.[NH4+]. The catalyst is CCO.[Pd]. The product is [C:1]([C:5]1[CH:10]=[C:9]([C:11]([F:14])([F:12])[F:13])[C:8]([NH2:15])=[CH:7][C:6]=1[O:18][CH3:19])([CH3:4])([CH3:2])[CH3:3]. The yield is 0.950. (4) The catalyst is C(Cl)Cl. The yield is 0.885. The reactants are [C:1]([C:3]1[N:4]=[CH:5][C:6]2[CH:11]=[C:10]([CH2:12][N:13]3[C:18](=[O:19])[CH2:17][N:16](C(O)=O)[CH2:15][C:14]3=[O:23])[N:9]([CH2:24][C:25]([CH3:28])([CH3:27])[CH3:26])[C:7]=2[N:8]=1)#[N:2].C(O)(C(F)(F)F)=O. The product is [CH3:26][C:25]([CH3:28])([CH3:27])[CH2:24][N:9]1[C:7]2[N:8]=[C:3]([C:1]#[N:2])[N:4]=[CH:5][C:6]=2[CH:11]=[C:10]1[CH2:12][N:13]1[C:14](=[O:23])[CH2:15][NH:16][CH2:17][C:18]1=[O:19].